This data is from Reaction yield outcomes from USPTO patents with 853,638 reactions. The task is: Predict the reaction yield, written as a fraction of the theoretical maximum amount of product (1.0 means a 100% yield; for example, 0.34 means a 34% yield). (1) The reactants are [C:1]([O:5][C:6]([N:8]([CH2:14][C@H:15]1[CH2:20][CH2:19][C@H:18]([N:21]2[C:26]3[C:27]4[CH:33]=[CH:32][N:31]([CH2:34][O:35][CH2:36][CH2:37][Si:38]([CH3:41])([CH3:40])[CH3:39])[C:28]=4[N:29]=[CH:30][C:25]=3[C:24](=[O:42])[N:23]([CH2:43][C:44](O)=[O:45])[CH2:22]2)[CH2:17][CH2:16]1)[CH2:9][C:10]([F:13])([F:12])[F:11])=[O:7])([CH3:4])([CH3:3])[CH3:2].[CH3:47][NH:48][CH3:49].CN(C(ON1N=NC2C=CC=NC1=2)=[N+](C)C)C.F[P-](F)(F)(F)(F)F.C(N(CC)C(C)C)(C)C.[Cl-].[NH4+]. The catalyst is CN(C)C=O.O. The product is [CH3:47][N:48]([CH3:49])[C:44](=[O:45])[CH2:43][N:23]1[C:24](=[O:42])[C:25]2[CH:30]=[N:29][C:28]3[N:31]([CH2:34][O:35][CH2:36][CH2:37][Si:38]([CH3:39])([CH3:41])[CH3:40])[CH:32]=[CH:33][C:27]=3[C:26]=2[N:21]([C@H:18]2[CH2:19][CH2:20][C@H:15]([CH2:14][N:8]([CH2:9][C:10]([F:13])([F:11])[F:12])[C:6](=[O:7])[O:5][C:1]([CH3:4])([CH3:3])[CH3:2])[CH2:16][CH2:17]2)[CH2:22]1. The yield is 0.790. (2) The catalyst is CC(C)=O. The product is [C:21]([O:25][C:26](=[O:31])[NH:27][CH2:28][CH2:29][S:20][C:12]1[CH:11]=[C:10]([C:7]2[CH:8]=[CH:9][C:4]([O:3][CH3:2])=[CH:5][CH:6]=2)[CH:19]=[C:18]2[C:13]=1[CH:14]=[CH:15][N:16]=[CH:17]2)([CH3:24])([CH3:23])[CH3:22]. The yield is 0.860. The reactants are [Na].[CH3:2][O:3][C:4]1[CH:9]=[CH:8][C:7]([C:10]2[CH:11]=[C:12]([SH:20])[C:13]3[CH:14]=[CH:15][N:16]=[CH:17][C:18]=3[CH:19]=2)=[CH:6][CH:5]=1.[C:21]([O:25][C:26](=[O:31])[NH:27][CH2:28][CH2:29]Br)([CH3:24])([CH3:23])[CH3:22].C(=O)([O-])[O-].[K+].[K+]. (3) The reactants are C1(P(C2C=CC=CC=2)C2C=CC=CC=2)C=CC=CC=1.CCOC(/N=N/C(OCC)=O)=O.[N+:32]([C:35]1[CH:36]=[C:37]([OH:41])[CH:38]=[CH:39][CH:40]=1)([O-:34])=[O:33].[C:42]([C:44]1[CH:49]=[CH:48][C:47]([CH2:50][CH2:51]O)=[CH:46][CH:45]=1)#[N:43]. The catalyst is C1COCC1.O. The product is [N+:32]([C:35]1[CH:40]=[CH:39][CH:38]=[C:37]([O:41][CH2:51][CH2:50][C:47]2[CH:48]=[CH:49][C:44]([C:42]#[N:43])=[CH:45][CH:46]=2)[CH:36]=1)([O-:34])=[O:33]. The yield is 0.320.